This data is from Peptide-MHC class I binding affinity with 185,985 pairs from IEDB/IMGT. The task is: Regression. Given a peptide amino acid sequence and an MHC pseudo amino acid sequence, predict their binding affinity value. This is MHC class I binding data. (1) The peptide sequence is YSHYSHNPK. The MHC is HLA-A26:02 with pseudo-sequence HLA-A26:02. The binding affinity (normalized) is 0.0847. (2) The binding affinity (normalized) is 0.0847. The peptide sequence is TSDYINTSL. The MHC is HLA-B44:02 with pseudo-sequence HLA-B44:02. (3) The peptide sequence is KPKHLYVSM. The MHC is HLA-A02:03 with pseudo-sequence HLA-A02:03. The binding affinity (normalized) is 0.0847. (4) The peptide sequence is FPLWNTEKI. The MHC is HLA-A02:19 with pseudo-sequence YFAMYGEKVAHTHVDTLYVRYHYYTWAVQAYTGY. The binding affinity (normalized) is 0.0847.